From a dataset of Peptide-MHC class I binding affinity with 185,985 pairs from IEDB/IMGT. Regression. Given a peptide amino acid sequence and an MHC pseudo amino acid sequence, predict their binding affinity value. This is MHC class I binding data. (1) The peptide sequence is EKPKFLPDL. The MHC is HLA-A11:01 with pseudo-sequence HLA-A11:01. The binding affinity (normalized) is 0.0847. (2) The peptide sequence is YAAQGYKVL. The MHC is HLA-A02:02 with pseudo-sequence HLA-A02:02. The binding affinity (normalized) is 0. (3) The peptide sequence is FMTLVPVLEK. The MHC is HLA-A03:01 with pseudo-sequence HLA-A03:01. The binding affinity (normalized) is 0.592.